This data is from Forward reaction prediction with 1.9M reactions from USPTO patents (1976-2016). The task is: Predict the product of the given reaction. (1) Given the reactants [CH3:1][C:2]1[N:6]=[C:5]([CH3:7])[S:4][C:3]=1/[CH:8]=[CH:9]/[C:10](N(C)C)=O.[N:15]1([CH2:21][C:22]2[CH:27]=[CH:26][C:25]([NH:28][C:29]([NH2:31])=[NH:30])=[CH:24][CH:23]=2)[CH2:20][CH2:19][O:18][CH2:17][CH2:16]1.CC#N, predict the reaction product. The product is: [CH3:7][C:5]1[S:4][C:3]([C:8]2[CH:9]=[CH:10][N:31]=[C:29]([NH:28][C:25]3[CH:24]=[CH:23][C:22]([CH2:21][N:15]4[CH2:20][CH2:19][O:18][CH2:17][CH2:16]4)=[CH:27][CH:26]=3)[N:30]=2)=[C:2]([CH3:1])[N:6]=1. (2) Given the reactants [C:1]([O:5][C:6]([N:8]1[CH2:13][CH2:12][C:11](=[O:14])[CH2:10][C@H:9]1[C:15]([OH:17])=[O:16])=[O:7])([CH3:4])([CH3:3])[CH3:2].[Si](C=[N+]=[N-])(C)(C)[CH3:19], predict the reaction product. The product is: [CH3:19][O:16][C:15]([CH:9]1[CH2:10][C:11](=[O:14])[CH2:12][CH2:13][N:8]1[C:6]([O:5][C:1]([CH3:4])([CH3:2])[CH3:3])=[O:7])=[O:17]. (3) Given the reactants [CH3:1][C:2]1[N:3]=[N:4][N:5]([CH2:7][C:8]2[CH:13]=[C:12]([C:14]([F:17])([F:16])[F:15])[CH:11]=[CH:10][C:9]=2/[CH:18]=[CH:19]/[C:20]([N:22]2[CH2:27][CH2:26][CH:25]([NH:28][CH3:29])[CH2:24][CH2:23]2)=[O:21])[N:6]=1.C(N(CC)CC)C.[F:37][C:38]1[CH:43]=[CH:42][C:41]([S:44](Cl)(=[O:46])=[O:45])=[CH:40][CH:39]=1, predict the reaction product. The product is: [F:37][C:38]1[CH:43]=[CH:42][C:41]([S:44]([N:28]([CH3:29])[CH:25]2[CH2:24][CH2:23][N:22]([C:20](=[O:21])/[CH:19]=[CH:18]/[C:9]3[CH:10]=[CH:11][C:12]([C:14]([F:15])([F:16])[F:17])=[CH:13][C:8]=3[CH2:7][N:5]3[N:4]=[N:3][C:2]([CH3:1])=[N:6]3)[CH2:27][CH2:26]2)(=[O:46])=[O:45])=[CH:40][CH:39]=1. (4) Given the reactants [CH3:1][CH2:2][O:3][C:4]([CH:6]([NH:12][C:13]([CH3:15])=[O:14])[C:7]([O:9][CH2:10][CH3:11])=[O:8])=[O:5].[O-]CC.[Na+].[NH2:20][C:21]1[CH:26]=[C:25]([Cl:27])[CH:24]=[CH:23][C:22]=1[C:28](=[O:31])[CH2:29]Cl.[I-].[Na+], predict the reaction product. The product is: [CH2:10]([O:9][C:7](=[O:8])[C:6]([NH:12][C:13](=[O:14])[CH3:15])([CH2:29][C:28]([C:22]1[CH:23]=[CH:24][C:25]([Cl:27])=[CH:26][C:21]=1[NH2:20])=[O:31])[C:4]([O:3][CH2:2][CH3:1])=[O:5])[CH3:11]. (5) Given the reactants [CH:1]([N:14]1[CH2:19][CH2:18][C:17]([CH2:21][O:22][C:23]2[C:28]([CH:29]3[CH2:31][CH2:30]3)=[CH:27][N:26]3[C:32](Br)=[N:33][N:34]=[C:25]3[CH:24]=2)([CH3:20])[CH2:16][CH2:15]1)([C:8]1[CH:13]=[CH:12][CH:11]=[CH:10][CH:9]=1)[C:2]1[CH:7]=[CH:6][CH:5]=[CH:4][CH:3]=1.[CH:36]1([S:39]([NH2:42])(=[O:41])=[O:40])CC1.CS(N)(=O)=O, predict the reaction product. The product is: [CH:1]([N:14]1[CH2:19][CH2:18][C:17]([CH2:21][O:22][C:23]2[C:28]([CH:29]3[CH2:31][CH2:30]3)=[CH:27][N:26]3[C:32]([NH:42][S:39]([CH3:36])(=[O:41])=[O:40])=[N:33][N:34]=[C:25]3[CH:24]=2)([CH3:20])[CH2:16][CH2:15]1)([C:8]1[CH:13]=[CH:12][CH:11]=[CH:10][CH:9]=1)[C:2]1[CH:7]=[CH:6][CH:5]=[CH:4][CH:3]=1. (6) Given the reactants Cl[C:2]1[C:7]([C:8]#[N:9])=[CH:6][C:5]([C:10]#[N:11])=[C:4](Cl)[N:3]=1.[OH:13][CH2:14][CH2:15][CH2:16][C:17](=[O:19])[CH3:18].[B:20]1([OH:30])[C:24]2[CH:25]=[CH:26][C:27]([OH:29])=[CH:28][C:23]=2[CH2:22][O:21]1, predict the reaction product. The product is: [OH:30][B:20]1[C:24]2[CH:25]=[CH:26][C:27]([O:29][C:2]3[C:7]([C:8]#[N:9])=[CH:6][C:5]([C:10]#[N:11])=[C:4]([O:13][CH2:14][CH2:15][CH2:16][C:17](=[O:19])[CH3:18])[N:3]=3)=[CH:28][C:23]=2[CH2:22][O:21]1. (7) Given the reactants [Cl:1][C:2]1[CH:3]=[C:4]([C:8]2[O:12][N:11]=[C:10]([C@H:13]([O:15][C:16]3[N:17]([CH3:31])[C:18]([C:21]4[CH:30]=[CH:29][C:24]([C:25]([O:27]C)=O)=[CH:23][CH:22]=4)=[N:19][N:20]=3)[CH3:14])[N:9]=2)[CH:5]=[CH:6][CH:7]=1.C1COCC1.[OH-].[NH4+:38], predict the reaction product. The product is: [Cl:1][C:2]1[CH:3]=[C:4]([C:8]2[O:12][N:11]=[C:10]([C@H:13]([O:15][C:16]3[N:17]([CH3:31])[C:18]([C:21]4[CH:22]=[CH:23][C:24]([C:25]([NH2:38])=[O:27])=[CH:29][CH:30]=4)=[N:19][N:20]=3)[CH3:14])[N:9]=2)[CH:5]=[CH:6][CH:7]=1. (8) Given the reactants [O-]P([O-])([O-])=O.[K+].[K+].[K+].[CH2:9]([O:11][C:12]([C:14]1[C:18]([CH3:19])=[C:17]([C:20]2[CH:25]=[CH:24][CH:23]=[C:22](Br)[CH:21]=2)[N:16]([CH3:27])[N:15]=1)=[O:13])[CH3:10].[O:28]1[C:32](B(O)O)=[CH:31][C:30]2[CH:36]=[CH:37][CH:38]=[CH:39][C:29]1=2, predict the reaction product. The product is: [CH2:9]([O:11][C:12]([C:14]1[C:18]([CH3:19])=[C:17]([C:20]2[CH:25]=[CH:24][CH:23]=[CH:22][C:21]=2[C:32]2[O:28][C:29]3[CH:39]=[CH:38][CH:37]=[CH:36][C:30]=3[CH:31]=2)[N:16]([CH3:27])[N:15]=1)=[O:13])[CH3:10]. (9) Given the reactants C([O:8][C:9]1[C:10]2[N:11]([C:15]([C:19]([O:21][CH2:22][CH3:23])=[O:20])=[C:16]([CH3:18])[N:17]=2)[CH:12]=[CH:13][CH:14]=1)C1C=CC=CC=1.[H][H], predict the reaction product. The product is: [OH:8][C:9]1[C:10]2[N:11]([C:15]([C:19]([O:21][CH2:22][CH3:23])=[O:20])=[C:16]([CH3:18])[N:17]=2)[CH:12]=[CH:13][CH:14]=1.